Task: Predict hERG channel inhibition at various concentrations.. Dataset: hERG Central: cardiac toxicity at 1µM, 10µM, and general inhibition (1) The drug is O=C(CSc1nc(=O)n2ccccc2n1)N1CCC(Cc2ccccc2)CC1. Results: hERG_inhib (hERG inhibition (general)): blocker. (2) The drug is CN1CCN(CCOc2ccc(-c3ccccc3)cc2)CC1.Cl. Results: hERG_inhib (hERG inhibition (general)): blocker. (3) The molecule is Cl.O=C(c1ccc(Cl)cc1)N1CCN(CCc2ccccn2)CC1. Results: hERG_inhib (hERG inhibition (general)): blocker. (4) The molecule is CCCN1CCN(CCCNC(=O)Cn2nc(-c3ccc(Cl)cc3)ccc2=O)CC1. Results: hERG_inhib (hERG inhibition (general)): blocker.